From a dataset of Full USPTO retrosynthesis dataset with 1.9M reactions from patents (1976-2016). Predict the reactants needed to synthesize the given product. (1) Given the product [CH:38]([NH:37][S:34]([C:30]1[CH:29]=[C:28]([NH:27][C:12]([C:11]2[CH:10]=[N:9][N:8]3[C:3]([C:2]([F:26])([F:25])[F:1])=[CH:4][C:5]([C:15]4[CH:20]=[CH:19][C:18]([C:21]([F:24])([F:22])[F:23])=[CH:17][CH:16]=4)=[N:6][C:7]=23)=[O:13])[CH:33]=[CH:32][CH:31]=1)(=[O:36])=[O:35])([CH3:40])[CH3:39], predict the reactants needed to synthesize it. The reactants are: [F:1][C:2]([F:26])([F:25])[C:3]1[N:8]2[N:9]=[CH:10][C:11]([C:12](O)=[O:13])=[C:7]2[N:6]=[C:5]([C:15]2[CH:20]=[CH:19][C:18]([C:21]([F:24])([F:23])[F:22])=[CH:17][CH:16]=2)[CH:4]=1.[NH2:27][C:28]1[CH:29]=[C:30]([S:34]([NH:37][CH:38]([CH3:40])[CH3:39])(=[O:36])=[O:35])[CH:31]=[CH:32][CH:33]=1. (2) Given the product [CH2:1]([C:3]1[C:12]2[C:7](=[CH:8][C:9]([O:15][CH3:16])=[C:10]([O:13][CH3:14])[CH:11]=2)[C:6]([CH2:20][C:21]2[CH:22]=[N:23][C:24]3[C:29]([CH:30]=2)=[CH:28][C:27]([O:31][CH3:32])=[CH:26][CH:25]=3)=[C:5]([OH:17])[N:4]=1)[CH3:2], predict the reactants needed to synthesize it. The reactants are: [CH2:1]([C:3]1[C:12]2[C:7](=[CH:8][C:9]([O:15][CH3:16])=[C:10]([O:13][CH3:14])[CH:11]=2)[CH:6]=[C:5]([OH:17])[N:4]=1)[CH3:2].Cl.Cl[CH2:20][C:21]1[CH:22]=[N:23][C:24]2[C:29]([CH:30]=1)=[CH:28][C:27]([O:31][CH3:32])=[CH:26][CH:25]=2.[Li+].[OH-]. (3) Given the product [C:30]([O:29][C:27]([NH:26][C@H:25]([C:34]([O:36][CH3:37])=[O:35])[CH2:24][C:23]1[CH:38]=[CH:39][C:20]([CH:40]=[CH:41][CH2:70][C:68]2[CH:69]=[CH:71][CH:67]=[C:65]([N:11]([C:12]([O:13][C:14]([CH3:17])([CH3:16])[CH3:15])=[O:18])[CH3:10])[N:64]=2)=[CH:21][CH:22]=1)=[O:28])([CH3:33])([CH3:32])[CH3:31], predict the reactants needed to synthesize it. The reactants are: C(C1N=C([CH2:10][NH:11][C:12](=[O:18])[O:13][C:14]([CH3:17])([CH3:16])[CH3:15])C=CC=1)C=C.Br[C:20]1[CH:39]=[CH:38][C:23]([CH2:24][C@@H:25]([C:34]([O:36][CH3:37])=[O:35])[NH:26][C:27]([O:29][C:30]([CH3:33])([CH3:32])[CH3:31])=[O:28])=[CH:22][CH:21]=1.[CH3:40][C:41]1C(P(C2C(C)=CC=CC=2)C2C(C)=CC=CC=2)=CC=CC=1.CC[N:64]([CH:68]([CH3:70])[CH3:69])[CH:65]([CH3:67])C.[C:71](#N)C. (4) Given the product [CH:1]1([CH:4]([C:11]2[CH:16]=[CH:15][CH:14]=[C:13]([CH2:17][O:18][C:19]3[CH:20]=[N:21][C:22]([C:30]4[CH:35]=[C:34]([O:36][CH2:45][CH3:46])[CH:33]=[CH:32][C:31]=4[F:37])=[C:23]([CH2:25][C:26]([CH3:29])([CH3:28])[CH3:27])[CH:24]=3)[CH:12]=2)[CH2:5][C:6]([O:8][CH2:9][CH3:10])=[O:7])[CH2:3][CH2:2]1, predict the reactants needed to synthesize it. The reactants are: [CH:1]1([CH:4]([C:11]2[CH:16]=[CH:15][CH:14]=[C:13]([CH2:17][O:18][C:19]3[CH:20]=[N:21][C:22]([C:30]4[CH:35]=[C:34]([OH:36])[CH:33]=[CH:32][C:31]=4[F:37])=[C:23]([CH2:25][C:26]([CH3:29])([CH3:28])[CH3:27])[CH:24]=3)[CH:12]=2)[CH2:5][C:6]([O:8][CH2:9][CH3:10])=[O:7])[CH2:3][CH2:2]1.C(=O)([O-])[O-].[Cs+].[Cs+].I[CH2:45][CH3:46].O. (5) Given the product [Cl:13][C:4]1[CH:5]=[C:6]([CH:11]=[CH:12][C:3]=1[CH2:2][N:18]1[CH2:19][CH2:20][N:15]([CH3:14])[CH2:16][CH2:17]1)[C:7]([O:9][CH3:10])=[O:8], predict the reactants needed to synthesize it. The reactants are: Br[CH2:2][C:3]1[CH:12]=[CH:11][C:6]([C:7]([O:9][CH3:10])=[O:8])=[CH:5][C:4]=1[Cl:13].[CH3:14][N:15]1[CH2:20][CH2:19][NH:18][CH2:17][CH2:16]1.C(=O)([O-])[O-].[K+].[K+]. (6) Given the product [CH2:1]([N:8]1[C:12](=[O:13])[C:11](=[C:14]2[N:18]([CH3:19])[C:17]3[CH:20]=[C:21]([O:24][CH2:25][CH2:26][N:46]([CH3:47])[CH3:45])[CH:22]=[CH:23][C:16]=3[S:15]2)[S:10][C:9]1=[N:28][C:29]1[CH:30]=[C:31]([NH:38][C:39](=[O:44])[CH2:40][N:41]([CH3:43])[CH3:42])[CH:32]=[CH:33][C:34]=1[NH:35][CH2:36][CH3:37])[C:2]1[CH:7]=[CH:6][CH:5]=[CH:4][CH:3]=1, predict the reactants needed to synthesize it. The reactants are: [CH2:1]([N:8]1[C:12](=[O:13])[C:11](=[C:14]2[N:18]([CH3:19])[C:17]3[CH:20]=[C:21]([O:24][CH2:25][CH2:26]Cl)[CH:22]=[CH:23][C:16]=3[S:15]2)[S:10][C:9]1=[N:28][C:29]1[CH:30]=[C:31]([NH:38][C:39](=[O:44])[CH2:40][N:41]([CH3:43])[CH3:42])[CH:32]=[CH:33][C:34]=1[NH:35][CH2:36][CH3:37])[C:2]1[CH:7]=[CH:6][CH:5]=[CH:4][CH:3]=1.[CH3:45][NH:46][CH3:47]. (7) Given the product [NH2:15][C:14]1[C:5]2[C:4](=[CH:3][C:2]([Cl:1])=[CH:7][CH:6]=2)[N:8]=[N:9][C:10]=1[C:11]([NH2:13])=[O:12], predict the reactants needed to synthesize it. The reactants are: [Cl:1][C:2]1[CH:3]=[C:4]([N:8]=[N:9][CH:10]([C:14]#[N:15])[C:11]([NH2:13])=[O:12])[CH:5]=[CH:6][CH:7]=1.[Al+3].[Cl-].[Cl-].[Cl-].Cl. (8) Given the product [C:3]([O:6][CH2:7][C:8]1[C:17]2[C:12](=[CH:13][CH:14]=[CH:15][CH:16]=2)[C:11](/[C:18](/[S:25][CH3:26])=[N:19]/[CH2:20][Si:21]([CH3:24])([CH3:23])[CH3:22])=[CH:10][CH:9]=1)(=[O:5])[CH3:4], predict the reactants needed to synthesize it. The reactants are: CI.[C:3]([O:6][CH2:7][C:8]1[C:17]2[C:12](=[CH:13][CH:14]=[CH:15][CH:16]=2)[C:11]([C:18](=[S:25])[NH:19][CH2:20][Si:21]([CH3:24])([CH3:23])[CH3:22])=[CH:10][CH:9]=1)(=[O:5])[CH3:4].[CH3:26]C(C)([O-])C.[K+].